This data is from Full USPTO retrosynthesis dataset with 1.9M reactions from patents (1976-2016). The task is: Predict the reactants needed to synthesize the given product. (1) Given the product [CH3:20][N:21]1[CH:29]=[C:28]2[C:23]([CH:24]=[CH:25][C:26]([NH:30][C:31]([N:13]3[C@@H:14]4[CH2:18][N:17]([CH2:16][CH2:15]4)[C:11]4[CH:10]=[CH:9][C:8]([C:6]5[CH:5]=[CH:4][N:3]=[C:2]([CH3:1])[CH:7]=5)=[N:19][C:12]3=4)=[O:32])=[CH:27]2)=[N:22]1, predict the reactants needed to synthesize it. The reactants are: [CH3:1][C:2]1[CH:7]=[C:6]([C:8]2[CH:9]=[CH:10][C:11]3[N:17]4[CH2:18][C@H:14]([CH2:15][CH2:16]4)[NH:13][C:12]=3[N:19]=2)[CH:5]=[CH:4][N:3]=1.[CH3:20][N:21]1[CH:29]=[C:28]2[C:23]([CH:24]=[CH:25][C:26]([NH:30][C:31](=O)[O:32]C3C=CC=CC=3)=[CH:27]2)=[N:22]1. (2) Given the product [CH2:4]([NH:2][CH2:3][CH2:4][C:5]1[CH:10]=[CH:9][C:8]([S:11]([C:14]2[CH:15]=[CH:16][C:17]([OH:24])=[C:18]([CH:23]=2)[C:19]([O:21][CH3:22])=[O:20])(=[O:13])=[O:12])=[CH:7][CH:6]=1)[C:5]1[CH:10]=[CH:9][CH:8]=[CH:7][CH:6]=1, predict the reactants needed to synthesize it. The reactants are: Cl.[NH2:2][CH2:3][CH2:4][C:5]1[CH:10]=[CH:9][C:8]([S:11]([C:14]2[CH:15]=[CH:16][C:17]([OH:24])=[C:18]([CH:23]=2)[C:19]([O:21][CH3:22])=[O:20])(=[O:13])=[O:12])=[CH:7][CH:6]=1.C(=O)([O-])[O-].[K+].[K+]. (3) Given the product [CH:30]1([O:29][C:4]2[C:5]3[C:10]([C:11]4[CH:20]=[CH:19][C:14]5[N:15]=[C:16]([CH3:18])[O:17][C:13]=5[CH:12]=4)=[CH:9][N:8]([CH2:21][O:22][CH2:23][CH2:24][Si:25]([CH3:28])([CH3:27])[CH3:26])[C:6]=3[N:7]=[C:2]([NH:35][C:36]3[CH:41]=[CH:40][C:39]([C:42]([N@@:44]4[CH2:46][CH:45]4[CH2:47][OH:48])=[O:43])=[CH:38][C:37]=3[O:49][CH3:50])[N:3]=2)[CH2:34][CH2:33][CH2:32][CH2:31]1, predict the reactants needed to synthesize it. The reactants are: Cl[C:2]1[N:3]=[C:4]([O:29][CH:30]2[CH2:34][CH2:33][CH2:32][CH2:31]2)[C:5]2[C:10]([C:11]3[CH:20]=[CH:19][C:14]4[N:15]=[C:16]([CH3:18])[O:17][C:13]=4[CH:12]=3)=[CH:9][N:8]([CH2:21][O:22][CH2:23][CH2:24][Si:25]([CH3:28])([CH3:27])[CH3:26])[C:6]=2[N:7]=1.[NH2:35][C:36]1[CH:41]=[CH:40][C:39]([C:42]([N@@:44]2[CH2:46][CH:45]2[CH2:47][OH:48])=[O:43])=[CH:38][C:37]=1[O:49][CH3:50].C(=O)([O-])[O-].[Cs+].[Cs+].C1(P(C2C=CC=CC=2)C2C=CC3C(=CC=CC=3)C=2C2C3C(=CC=CC=3)C=CC=2P(C2C=CC=CC=2)C2C=CC=CC=2)C=CC=CC=1.